Predict the reaction yield, written as a fraction of the theoretical maximum amount of product (1.0 means a 100% yield; for example, 0.34 means a 34% yield). From a dataset of Reaction yield outcomes from USPTO patents with 853,638 reactions. The reactants are [F:1][C:2]1[CH:3]=[C:4]([CH:6]=[CH:7][CH:8]=1)[NH2:5].[NH2:9][C:10]1[C:11]([C:15](Cl)=[N:16][OH:17])=[N:12][O:13][N:14]=1.C(N(CC)CC)C. The catalyst is C(O)C. The product is [NH2:9][C:10]1[C:11]([C:15](=[N:16][OH:17])[NH:5][C:4]2[CH:6]=[CH:7][CH:8]=[C:2]([F:1])[CH:3]=2)=[N:12][O:13][N:14]=1. The yield is 0.290.